This data is from Retrosynthesis with 50K atom-mapped reactions and 10 reaction types from USPTO. The task is: Predict the reactants needed to synthesize the given product. (1) The reactants are: CC(C)(C)OC(=O)N[C@@H]1CC[C@@H](C(=O)O)C1.Cc1ccc(S(=O)(=O)n2ccc3nc(NN)cnc32)cc1. Given the product Cc1ccc(S(=O)(=O)n2ccc3nc(NNC(=O)[C@@H]4CC[C@@H](NC(=O)OC(C)(C)C)C4)cnc32)cc1, predict the reactants needed to synthesize it. (2) Given the product Cc1cncc(C#N)c1, predict the reactants needed to synthesize it. The reactants are: Cc1cncc(C(N)=O)c1. (3) Given the product CCOC(=O)c1c(CBr)[nH]c(=O)n1C(C)=O, predict the reactants needed to synthesize it. The reactants are: CCOC(=O)c1c(CBr)n(C(C)=O)c(=O)n1C(C)=O. (4) Given the product CN(C(=O)OC(C)(C)C)C1CCC(Oc2ncnc3sc4c(c23)[C@@H](CC(=O)Nc2ccc(F)cn2)CC4)CC1, predict the reactants needed to synthesize it. The reactants are: CN(C(=O)OC(C)(C)C)C1CCC(Oc2ncnc3sc4c(c23)[C@@H](CC(=O)O)CC4)CC1.Nc1ccc(F)cn1. (5) Given the product CCCCCCCCCCCCCC1=C(OC)C(=O)C=C(NCCCC(=O)O)C1=O, predict the reactants needed to synthesize it. The reactants are: CCCCCCCCCCCCCC1=C(OC)C(=O)C=C(NCCCC(=O)OC(C)(C)C)C1=O. (6) Given the product COc1ccc2c(O[C@@H]3C[C@H]4C(=O)N[C@]5(C(=O)O)C[C@H]5CCCCCCC[C@H](NC(=O)OC(C)(C)C)C(=O)N4C3)cc(-c3ccccc3)nc2c1, predict the reactants needed to synthesize it. The reactants are: COc1ccc2c(O[C@@H]3C[C@H]4C(=O)N[C@]5(C(=O)O)C[C@H]5C=CCCCCC[C@H](NC(=O)OC(C)(C)C)C(=O)N4C3)cc(-c3ccccc3)nc2c1. (7) Given the product O=C(Oc1ccc([N+](=O)[O-])cc1)O[C@@H]1CO[C@@H]2[C@H](OC(=O)N3CCC(O[N+](=O)[O-])CC3)CO[C@H]12, predict the reactants needed to synthesize it. The reactants are: O=C(Cl)Oc1ccc([N+](=O)[O-])cc1.O=C(O[C@@H]1CO[C@@H]2[C@H](O)CO[C@H]12)N1CCC(O[N+](=O)[O-])CC1.